Dataset: Full USPTO retrosynthesis dataset with 1.9M reactions from patents (1976-2016). Task: Predict the reactants needed to synthesize the given product. (1) The reactants are: Cl[C:2]1[N:11]=[C:10](Cl)[C:9]2[C:4](=[CH:5][CH:6]=[C:7]([Cl:13])[CH:8]=2)[N:3]=1.[NH2:14][CH2:15][C:16]1([NH2:20])[CH2:19][O:18][CH2:17]1.[S:21]1(=[O:33])(=[O:32])[C:27]2[CH:28]=[CH:29][CH:30]=[CH:31][C:26]=2[CH2:25][NH:24][CH2:23][CH2:22]1. Given the product [NH2:20][C:16]1([CH2:15][NH:14][C:10]2[C:9]3[C:4](=[CH:5][CH:6]=[C:7]([Cl:13])[CH:8]=3)[N:3]=[C:2]([N:24]3[CH2:25][C:26]4[CH:31]=[CH:30][CH:29]=[CH:28][C:27]=4[S:21](=[O:33])(=[O:32])[CH2:22][CH2:23]3)[N:11]=2)[CH2:19][O:18][CH2:17]1, predict the reactants needed to synthesize it. (2) Given the product [CH3:12][N:13]1[C:21]2[C:16](=[CH:17][C:18]([C:22]3[NH:11][C:10]4[N:9]([N:8]=[CH:7][C:6]=4[C:3]4[CH:4]=[CH:5][NH:1][N:2]=4)[C:24](=[O:25])[CH:23]=3)=[CH:19][CH:20]=2)[CH:15]=[N:14]1, predict the reactants needed to synthesize it. The reactants are: [N:1]1[NH:2][C:3]([C:6]2[CH:7]=[N:8][NH:9][C:10]=2[NH2:11])=[CH:4][CH:5]=1.[CH3:12][N:13]1[C:21]2[C:16](=[CH:17][C:18]([C:22](=O)[CH2:23][C:24](OCC)=[O:25])=[CH:19][CH:20]=2)[CH:15]=[N:14]1.